This data is from Reaction yield outcomes from USPTO patents with 853,638 reactions. The task is: Predict the reaction yield, written as a fraction of the theoretical maximum amount of product (1.0 means a 100% yield; for example, 0.34 means a 34% yield). (1) The reactants are [CH3:1][C:2]1[C:7]([CH:8]([CH2:13][CH2:14][CH3:15])[C:9]([O:11]C)=[O:10])=[C:6]([C:16]2[CH:25]=[CH:24][C:23]3[C:18](=[CH:19][CH:20]=[CH:21][CH:22]=3)[CH:17]=2)[N:5]=[C:4]([C:26]2[CH:31]=[CH:30][CH:29]=[CH:28][CH:27]=2)[N:3]=1.[OH-].[Na+]. The catalyst is CO. The product is [CH3:1][C:2]1[C:7]([CH:8]([CH2:13][CH2:14][CH3:15])[C:9]([OH:11])=[O:10])=[C:6]([C:16]2[CH:25]=[CH:24][C:23]3[C:18](=[CH:19][CH:20]=[CH:21][CH:22]=3)[CH:17]=2)[N:5]=[C:4]([C:26]2[CH:31]=[CH:30][CH:29]=[CH:28][CH:27]=2)[N:3]=1. The yield is 0.920. (2) The reactants are [OH:1][C:2]1[CH:7]=[CH:6][C:5]([C:8]2[N:13]=[C:12]3[N:14]([CH2:18][CH:19]4[CH2:23][CH2:22][CH2:21][N:20]4C(OC(C)(C)C)=O)[C:15](=[O:17])[NH:16][C:11]3=[N:10][CH:9]=2)=[CH:4][CH:3]=1.BrC1N=C2N(CC3CCCN3C(OC(C)(C)C)=O)C(=O)NC2=NC=1.OC1C=CC(B(O)O)=CC=1.C(=O)([O-])[O-].[Na+].[Na+]. The catalyst is O1CCOCC1.C1C=CC([PH+]([C]2[CH][CH][CH][CH]2)C2C=CC=CC=2)=CC=1.C1C=CC([PH+]([C]2[CH][CH][CH][CH]2)C2C=CC=CC=2)=CC=1.C(Cl)Cl.Cl[Pd]Cl.[Fe]. The product is [OH:1][C:2]1[CH:3]=[CH:4][C:5]([C:8]2[N:13]=[C:12]3[N:14]([CH2:18][CH:19]4[CH2:23][CH2:22][CH2:21][NH:20]4)[C:15](=[O:17])[NH:16][C:11]3=[N:10][CH:9]=2)=[CH:6][CH:7]=1. The yield is 0.414.